This data is from Full USPTO retrosynthesis dataset with 1.9M reactions from patents (1976-2016). The task is: Predict the reactants needed to synthesize the given product. (1) The reactants are: [O:1]1[C:6]2[CH:7]=[CH:8][C:9](C=O)=[CH:10][C:5]=2[O:4][CH2:3][CH2:2]1.[NH:13]1[CH2:17][CH:16]=[CH:15][CH2:14]1.[C:18](C1NC=CN=1)(C1NC=CN=1)=[O:19].C([NH+](CC)CC)C.CC(C)(C)C(Cl)=O. Given the product [O:4]1[C:5]2[CH:10]=[CH:9][CH:8]=[C:7]([C:18]([N:13]3[CH2:17][CH:16]=[CH:15][CH2:14]3)=[O:19])[C:6]=2[O:1][CH2:2][CH2:3]1, predict the reactants needed to synthesize it. (2) Given the product [NH2:23][C:22]1[CH:24]=[CH:25][CH:26]=[CH:20][CH:21]=1.[Cl:19][C:20]1[CH:21]=[C:22]([NH:23][CH2:33][C:32]2[CH:35]=[CH:36][C:37]([O:38][CH3:39])=[C:30]([O:29][CH3:28])[CH:31]=2)[CH:24]=[CH:25][C:26]=1[F:27], predict the reactants needed to synthesize it. The reactants are: C([BH3-])#N.[Na+].C(O[BH-](OC(=O)C)OC(=O)C)(=O)C.[Na+].[Cl:19][C:20]1[CH:21]=[C:22]([CH:24]=[CH:25][C:26]=1[F:27])[NH2:23].[CH3:28][O:29][C:30]1[CH:31]=[C:32]([CH:35]=[CH:36][C:37]=1[O:38][CH3:39])[CH:33]=O. (3) Given the product [F:1][C:2]1[CH:3]=[C:4]([N:18]2[CH2:19][CH2:20][NH:21][CH2:22][CH2:23]2)[CH:5]=[CH:6][C:7]=1[O:8][CH2:9][CH2:10][CH2:11][N:12]1[CH2:13][CH2:14][CH2:15][CH2:16][CH2:17]1, predict the reactants needed to synthesize it. The reactants are: [F:1][C:2]1[CH:3]=[C:4]([N:18]2[CH2:23][CH2:22][N:21](C(OC(C)(C)C)=O)[CH2:20][CH2:19]2)[CH:5]=[CH:6][C:7]=1[O:8][CH2:9][CH2:10][CH2:11][N:12]1[CH2:17][CH2:16][CH2:15][CH2:14][CH2:13]1.C(Cl)Cl. (4) Given the product [Br:1][C:2]1[C:10]2[C:9]([NH:22][C:14]3[CH:15]=[C:16]4[C:20](=[CH:21][C:13]=3[F:12])[NH:19][N:18]=[CH:17]4)=[N:8][CH:7]=[N:6][C:5]=2[NH:4][CH:3]=1, predict the reactants needed to synthesize it. The reactants are: [Br:1][C:2]1[C:10]2[C:9](Cl)=[N:8][CH:7]=[N:6][C:5]=2[NH:4][CH:3]=1.[F:12][C:13]1[CH:21]=[C:20]2[C:16]([CH:17]=[N:18][NH:19]2)=[CH:15][C:14]=1[NH2:22]. (5) Given the product [C:28]([NH:32][CH2:33][CH2:34][CH2:35][NH:36][C:13]([C:10]1[S:11][CH:12]=[C:8]([C:5]2[CH:4]=[CH:3][C:2]([Cl:1])=[CH:7][CH:6]=2)[N:9]=1)=[O:15])([CH3:31])([CH3:30])[CH3:29], predict the reactants needed to synthesize it. The reactants are: [Cl:1][C:2]1[CH:7]=[CH:6][C:5]([C:8]2[N:9]=[C:10]([C:13]([OH:15])=O)[S:11][CH:12]=2)=[CH:4][CH:3]=1.C1N=CN(C(N2C=NC=C2)=O)C=1.[C:28]([NH:32][CH2:33][CH2:34][CH2:35][NH2:36])([CH3:31])([CH3:30])[CH3:29].C(Cl)(Cl)Cl.